From a dataset of Forward reaction prediction with 1.9M reactions from USPTO patents (1976-2016). Predict the product of the given reaction. (1) Given the reactants NC([CH:7]([NH:14][C:15]([CH2:17][C:18]1[CH:23]=[CH:22][CH:21]=[CH:20]C=1)=O)[C:8]1[CH:13]=[CH:12][CH:11]=[CH:10][CH:9]=1)C(OC)=O.[CH3:24][N:25]1C=C(C(O)=O)C(C(F)(F)F)=N1.C(N(CC)CC)C.[O:44]=C1N(P(Cl)(N2CCOC2=O)=O)CCO1.[CH2:59]1[CH2:63][O:62][CH2:61][CH2:60]1, predict the reaction product. The product is: [CH2:15]([N:14]1[CH:7]([C:8]2[CH:9]=[CH:10][CH:11]=[CH:12][CH:13]=2)[CH:60]([C:61]([O:62][CH2:63][CH3:59])=[O:44])[N:25]=[CH:24]1)[C:17]1[CH:18]=[CH:23][CH:22]=[CH:21][CH:20]=1. (2) Given the reactants [CH3:1][CH2:2][CH2:3][P:4](=[O:6])=[O:5].[CH:7]1N=CN([C:12]([N:14]2[CH:18]=N[CH:16]=[CH:15]2)=O)C=1.C([N:21]([CH2:24][CH3:25])[CH2:22][CH3:23])C.CN([CH:29]=[O:30])C, predict the reaction product. The product is: [CH3:1][CH2:2][CH2:3][P:4](=[O:6])=[O:5].[CH3:12][N:14]1[CH2:18][CH2:29][O:30][CH2:16][CH2:15]1.[CH:2]([N:21]([CH:22]([CH3:23])[CH3:7])[CH2:24][CH3:25])([CH3:3])[CH3:1].